Dataset: Forward reaction prediction with 1.9M reactions from USPTO patents (1976-2016). Task: Predict the product of the given reaction. (1) Given the reactants C([Li])CCC.CC1CCCN(C)C1(C)C.[F:16][C:17]1[CH:22]=[C:21]([I:23])[CH:20]=[C:19]([F:24])[CH:18]=1.[CH:25](=[O:27])[CH3:26], predict the reaction product. The product is: [F:16][C:17]1[CH:22]=[C:21]([I:23])[CH:20]=[C:19]([F:24])[C:18]=1[CH:25]([OH:27])[CH3:26]. (2) Given the reactants [F:1][C:2]1[CH:37]=[C:36]([NH:38][C:39]([NH:41][C:42]2[CH:46]=[C:45]([CH3:47])[O:44][N:43]=2)=[O:40])[CH:35]=[CH:34][C:3]=1[O:4][C:5]1[CH:10]=[CH:9][N:8]=[C:7]2[CH:11]=[C:12]([C:14]3[N:19]=[CH:18][C:17]([CH2:20][CH2:21][N:22]([CH2:30][CH2:31][O:32][CH3:33])C(=O)OC(C)(C)C)=[CH:16][CH:15]=3)[S:13][C:6]=12.C(O)(C(F)(F)F)=O, predict the reaction product. The product is: [F:1][C:2]1[CH:37]=[C:36]([NH:38][C:39]([NH:41][C:42]2[CH:46]=[C:45]([CH3:47])[O:44][N:43]=2)=[O:40])[CH:35]=[CH:34][C:3]=1[O:4][C:5]1[CH:10]=[CH:9][N:8]=[C:7]2[CH:11]=[C:12]([C:14]3[CH:15]=[CH:16][C:17]([CH2:20][CH2:21][NH:22][CH2:30][CH2:31][O:32][CH3:33])=[CH:18][N:19]=3)[S:13][C:6]=12. (3) Given the reactants [NH2:1][CH:2]([CH2:19][C:20]1[CH:25]=[C:24]([F:26])[CH:23]=[C:22]([F:27])[CH:21]=1)[CH:3]([OH:18])[CH2:4][NH:5][CH:6]1[C:15]2[C:10](=[CH:11][CH:12]=[C:13]([CH2:16][CH3:17])[CH:14]=2)[CH2:9][CH2:8][CH2:7]1.C(N(CC)CC)C.[C:35]1(=[O:42])[O:41][C:39](=[O:40])[CH2:38][CH2:37][CH2:36]1, predict the reaction product. The product is: [F:27][C:22]1[CH:21]=[C:20]([CH:25]=[C:24]([F:26])[CH:23]=1)[CH2:19][C@H:2]([NH:1][C:35](=[O:42])[CH2:36][CH2:37][CH2:38][C:39]([OH:41])=[O:40])[C@H:3]([OH:18])[CH2:4][NH:5][C@@H:6]1[C:15]2[C:10](=[CH:11][CH:12]=[C:13]([CH2:16][CH3:17])[CH:14]=2)[CH2:9][CH2:8][CH2:7]1.